Predict the reaction yield, written as a fraction of the theoretical maximum amount of product (1.0 means a 100% yield; for example, 0.34 means a 34% yield). From a dataset of Reaction yield outcomes from USPTO patents with 853,638 reactions. (1) The reactants are Br[C:2]1[N:3]([CH2:9][O:10][CH2:11][CH2:12][Si:13]([CH3:16])([CH3:15])[CH3:14])[CH:4]=[C:5]([C:7]#[N:8])[N:6]=1.C([Mg]Cl)(C)C.C([C:24]([O:26][CH2:27][CH3:28])=[O:25])#N. The catalyst is C1COCC1. The product is [CH2:27]([O:26][C:24]([C:2]1[N:3]([CH2:9][O:10][CH2:11][CH2:12][Si:13]([CH3:16])([CH3:15])[CH3:14])[CH:4]=[C:5]([C:7]#[N:8])[N:6]=1)=[O:25])[CH3:28]. The yield is 0.740. (2) The reactants are C(OC([NH:8][C@@H:9]1[C@H:14]([NH:15][C:16]2[N:21]=[C:20]([C:22]3[CH:23]=[N:24][N:25]([CH:27]([F:29])[F:28])[CH:26]=3)[C:19]3[C:30](=[O:40])[N:31](C(OC(C)(C)C)=O)[CH2:32][C:18]=3[C:17]=2[F:41])[CH2:13][CH2:12][O:11][CH2:10]1)=O)(C)(C)C.Cl. The catalyst is CC(O)C. The product is [NH2:8][C@@H:9]1[C@H:14]([NH:15][C:16]2[N:21]=[C:20]([C:22]3[CH:23]=[N:24][N:25]([CH:27]([F:28])[F:29])[CH:26]=3)[C:19]3[C:30](=[O:40])[NH:31][CH2:32][C:18]=3[C:17]=2[F:41])[CH2:13][CH2:12][O:11][CH2:10]1. The yield is 0.960.